From a dataset of Peptide-MHC class II binding affinity with 134,281 pairs from IEDB. Regression. Given a peptide amino acid sequence and an MHC pseudo amino acid sequence, predict their binding affinity value. This is MHC class II binding data. (1) The peptide sequence is EEALNVALAVVTLLA. The MHC is DRB1_0901 with pseudo-sequence DRB1_0901. The binding affinity (normalized) is 0.186. (2) The peptide sequence is IHLVIHRIRTLIGQE. The MHC is HLA-DQA10201-DQB10303 with pseudo-sequence HLA-DQA10201-DQB10303. The binding affinity (normalized) is 0.485. (3) The peptide sequence is HFFIGDFFVDHYYSE. The MHC is DRB5_0101 with pseudo-sequence DRB5_0101. The binding affinity (normalized) is 0.242. (4) The peptide sequence is LAAIIFLFGPPTALRS. The MHC is DRB1_0701 with pseudo-sequence DRB1_0701. The binding affinity (normalized) is 0.243.